This data is from Forward reaction prediction with 1.9M reactions from USPTO patents (1976-2016). The task is: Predict the product of the given reaction. (1) Given the reactants [F:1][C:2]([F:23])([F:22])[CH2:3][CH2:4]/[CH:5]=[C:6](/[NH:11]C(OCC1C=CC=CC=1)=O)\[C:7]([O:9][CH3:10])=[O:8], predict the reaction product. The product is: [F:1][C:2]([F:22])([F:23])[CH2:3][CH2:4][CH2:5][C@@H:6]([C:7]([O:9][CH3:10])=[O:8])[NH2:11]. (2) Given the reactants [Cl:1][C:2]1[CH:7]=[CH:6][C:5]([N:8]2[C:12]([CH3:13])=[C:11]([C:14]([NH:16][C@H:17]([C:24]3[CH:29]=[CH:28][CH:27]=[C:26]([C:30]([F:33])([F:32])[F:31])[CH:25]=3)[CH2:18][CH2:19][CH2:20][C:21]([OH:23])=O)=[O:15])[CH:10]=[N:9]2)=[CH:4][CH:3]=1.[CH3:34][CH:35]1[CH2:40][CH2:39][NH:38][CH2:37][CH2:36]1.F[B-](F)(F)F.N1(OC(N(C)C)=[N+](C)C)C2C=CC=CC=2N=N1, predict the reaction product. The product is: [CH3:34][CH:35]1[CH2:40][CH2:39][N:38]([C:21](=[O:23])[CH2:20][CH2:19][CH2:18][C@H:17]([NH:16][C:14]([C:11]2[CH:10]=[N:9][N:8]([C:5]3[CH:6]=[CH:7][C:2]([Cl:1])=[CH:3][CH:4]=3)[C:12]=2[CH3:13])=[O:15])[C:24]2[CH:29]=[CH:28][CH:27]=[C:26]([C:30]([F:31])([F:32])[F:33])[CH:25]=2)[CH2:37][CH2:36]1. (3) Given the reactants Br[C:2]1[CH:7]=[CH:6][N:5]2[CH:8]=[C:9]([C:11]3[CH:16]=[CH:15][C:14]([O:17][CH3:18])=[CH:13][CH:12]=3)[N:10]=[C:4]2[CH:3]=1.[CH3:19][NH2:20], predict the reaction product. The product is: [CH3:18][O:17][C:14]1[CH:15]=[CH:16][C:11]([C:9]2[N:10]=[C:4]3[CH:3]=[C:2]([NH:20][CH3:19])[CH:7]=[CH:6][N:5]3[CH:8]=2)=[CH:12][CH:13]=1. (4) The product is: [CH2:1]([O:7][CH2:10][CH:9]1[O:12][CH2:8]1)[CH2:2][CH2:3][CH2:4][CH2:19][CH2:13][CH2:14][CH2:15][CH2:16][CH2:17][CH2:18][CH2:14][CH2:15][CH2:16][CH2:17][CH2:18][CH2:13][CH3:19]. Given the reactants [C:1]1(=[O:7])O[C:4](=O)[CH:3]=[CH:2]1.[C:8]([OH:12])(=O)[CH:9]=[CH2:10].[C:13]1([CH3:19])[CH:18]=[CH:17][CH:16]=[CH:15][CH:14]=1, predict the reaction product. (5) The product is: [CH2:1]([N:8]1[C:12]([NH:13][C:61]2[CH:62]=[CH:63][C:64]([Cl:66])=[CH:65][C:60]=2[CH:59]=[C:57]2[CH2:56][CH:55]([C:53]([OH:54])=[O:52])[CH2:58]2)=[CH:11][N:10]=[N:9]1)[C:2]1[CH:7]=[CH:6][CH:5]=[CH:4][CH:3]=1. Given the reactants [CH2:1]([N:8]1[C:12]([NH2:13])=[CH:11][N:10]=[N:9]1)[C:2]1[CH:7]=[CH:6][CH:5]=[CH:4][CH:3]=1.C(P(C(C)(C)C)C1C=CC=CC=1C1C(C(C)C)=CC(C(C)C)=CC=1C(C)C)(C)(C)C.CC(C)([O-])C.[Na+].C([O:52][C:53]([CH:55]1[CH2:58][C:57](=[CH:59][C:60]2[CH:65]=[C:64]([Cl:66])[CH:63]=[CH:62][C:61]=2Br)[CH2:56]1)=[O:54])C, predict the reaction product. (6) Given the reactants [Br:1][C:2]1[CH:3]=[CH:4][C:5]2[CH:11]3[CH2:12][CH:9]([CH2:10]3)[N:8]3[C:13]([C:20]([NH:22][NH:23][C:24]([CH:26]4[CH2:28][CH2:27]4)=O)=O)=[C:14]([C:16]([O:18][CH3:19])=[O:17])[N:15]=[C:7]3[C:6]=2[CH:29]=1.COC1C=CC(P2(SP(C3C=CC(OC)=CC=3)(=S)S2)=[S:39])=CC=1.O, predict the reaction product. The product is: [Br:1][C:2]1[CH:3]=[CH:4][C:5]2[CH:11]3[CH2:12][CH:9]([CH2:10]3)[N:8]3[C:13]([C:20]4[S:39][C:24]([CH:26]5[CH2:28][CH2:27]5)=[N:23][N:22]=4)=[C:14]([C:16]([O:18][CH3:19])=[O:17])[N:15]=[C:7]3[C:6]=2[CH:29]=1. (7) Given the reactants P([O-])([O-])([O-])=O.[Na+].[Na+].[Na+].[CH:9]([CH:11]=[O:12])=[O:10].S([O:18][CH3:19])(OC)(=O)=O.C1C=CC2S(=O)(=O)OC([C:40]3[CH:41]=[C:42](Br)[C:43]([OH:47])=[C:44](Br)[CH:45]=3)([C:40]3[CH:41]=[C:42](Br)[C:43]([OH:47])=[C:44](Br)[CH:45]=3)C=2C=1.[OH-].[Na+].[C:51]([O-:54])(=O)[CH3:52].[Na+].B(O)(O)O.C(N(CC(O)=O)CC(O)=O)CN(CC(O)=O)CC(O)=[O:65].C(O)C(N)(CO)CO.CC[N+]1C([C:92]2[CH:91]=CC=[CH:94][CH:93]=2)=[C:94]2[C:93]([CH:94]=[CH:91][C:92](N)=[CH:93]2)=[C:92]2[C:91]=1[CH:92]=[C:93](N)[CH:94]=[CH:91]2.[Br-].CCCCCCCCCCCCOS([O-])(=O)=O.[Na+], predict the reaction product. The product is: [CH:92]1[C:93](/[CH:94]=[C:11]2/[C:9]([C:44]3[C:43]([OH:47])=[CH:42][C:41]([OH:65])=[CH:40][C:45]=3[O:12]/2)=[O:10])=[CH:52][C:51]([OH:54])=[C:19]([OH:18])[CH:91]=1. (8) Given the reactants [CH3:1][O:2][C:3](=[O:14])[C:4]1[CH:9]=[CH:8][C:7](F)=[C:6]([N+:11]([O-:13])=[O:12])[CH:5]=1.C(=O)([O-])[O-].[K+].[K+].Cl.[Cl:22][CH2:23][CH2:24][NH2:25], predict the reaction product. The product is: [CH3:1][O:2][C:3](=[O:14])[C:4]1[CH:9]=[CH:8][C:7]([NH:25][CH2:24][CH2:23][Cl:22])=[C:6]([N+:11]([O-:13])=[O:12])[CH:5]=1. (9) The product is: [CH2:1]([C:3]1[CH:7]=[C:6]([CH:21]=[O:22])[S:5][CH:4]=1)[CH3:2]. Given the reactants [CH2:1]([C:3]1[CH:7]=[CH:6][S:5][CH:4]=1)[CH3:2].C([Li])CCC.CCCCCC.CN(C)[CH:21]=[O:22].[Cl-].[NH4+], predict the reaction product. (10) Given the reactants C(O)[C@H]1O[C@H](O[C@]2(CO)O[C@H](CO)[C@@H](O)[C@@H]2O)[C@H](O)[C@@H](O)[C@@H]1O.[CH3:24][CH:25]([C:31]([CH3:33])=[O:32])[C:26]([O:28][CH2:29][CH3:30])=[O:27], predict the reaction product. The product is: [OH:32][CH:31]([CH3:33])[CH:25]([CH3:24])[C:26]([O:28][CH2:29][CH3:30])=[O:27].